From a dataset of Full USPTO retrosynthesis dataset with 1.9M reactions from patents (1976-2016). Predict the reactants needed to synthesize the given product. (1) The reactants are: [NH:1]1[C:9]2[C:4](=[CH:5][C:6]([NH:10][C:11]3[CH:20]=[CH:19][C:18]([Cl:21])=[CH:17][C:12]=3[C:13]([O:15][CH3:16])=[O:14])=[CH:7][CH:8]=2)[CH:3]=[CH:2]1.CC(C)([O-])C.[K+].Br[CH2:29][C:30]1[CH:31]=[C:32]([CH:41]=[CH:42][CH:43]=1)[O:33][Si:34]([C:37]([CH3:40])([CH3:39])[CH3:38])([CH3:36])[CH3:35].Cl. Given the product [Si:34]([O:33][C:32]1[CH:31]=[C:30]([CH:43]=[CH:42][CH:41]=1)[CH2:29][N:1]1[C:9]2[C:4](=[CH:5][C:6]([NH:10][C:11]3[CH:20]=[CH:19][C:18]([Cl:21])=[CH:17][C:12]=3[C:13]([O:15][CH3:16])=[O:14])=[CH:7][CH:8]=2)[CH:3]=[CH:2]1)([C:37]([CH3:40])([CH3:39])[CH3:38])([CH3:36])[CH3:35], predict the reactants needed to synthesize it. (2) Given the product [Br-:1].[CH2:7]([N+:6]1[CH:3]=[CH:2][CH:9]=[N:4][CH:5]=1)[CH3:8], predict the reactants needed to synthesize it. The reactants are: [Br:1][CH2:2][CH3:3].[N:4]1[CH:9]=[CH:8][CH:7]=[N:6][CH:5]=1. (3) Given the product [F:12][C:2]1([F:1])[O:6][C:5]2[CH:7]=[CH:8][C:9]([NH:11][C:14]3[C:19]([C:20]4[N:25]=[C:24]([CH3:26])[N:23]=[C:22]([N:27]([CH2:28][C:29]5[CH:30]=[CH:31][C:32]([O:35][CH3:36])=[CH:33][CH:34]=5)[CH2:37][C:38]5[CH:39]=[CH:40][C:41]([O:44][CH3:45])=[CH:42][CH:43]=5)[N:21]=4)=[CH:18][CH:17]=[CH:16][N:15]=3)=[CH:10][C:4]=2[O:3]1, predict the reactants needed to synthesize it. The reactants are: [F:1][C:2]1([F:12])[O:6][C:5]2[CH:7]=[CH:8][C:9]([NH2:11])=[CH:10][C:4]=2[O:3]1.F[C:14]1[C:19]([C:20]2[N:25]=[C:24]([CH3:26])[N:23]=[C:22]([N:27]([CH2:37][C:38]3[CH:43]=[CH:42][C:41]([O:44][CH3:45])=[CH:40][CH:39]=3)[CH2:28][C:29]3[CH:34]=[CH:33][C:32]([O:35][CH3:36])=[CH:31][CH:30]=3)[N:21]=2)=[CH:18][CH:17]=[CH:16][N:15]=1. (4) Given the product [CH3:7][C:5]1[S:4][C:3]([C:8]2[CH:9]=[CH:10][N:18]=[C:16]([NH:15][C:19]3[CH:20]=[C:21]([S:25]([NH:28][CH2:29][CH2:30][O:31][CH3:32])(=[O:27])=[O:26])[CH:22]=[CH:23][CH:24]=3)[N:17]=2)=[C:2]([CH3:1])[N:6]=1, predict the reactants needed to synthesize it. The reactants are: [CH3:1][C:2]1[N:6]=[C:5]([CH3:7])[S:4][C:3]=1/[CH:8]=[CH:9]/[C:10](N(C)C)=O.[NH:15]([C:19]1[CH:20]=[C:21]([S:25]([NH:28][CH2:29][CH2:30][O:31][CH3:32])(=[O:27])=[O:26])[CH:22]=[CH:23][CH:24]=1)[C:16]([NH2:18])=[NH:17]. (5) The reactants are: [C:1]([N:3]1[C:11]2[CH:10]=[CH:9][C:8]([CH3:12])=[CH:7][C:6]=2[C:5]2[CH2:13][N:14]([CH3:17])[CH2:15][CH2:16][C:4]1=2)#[CH:2].Br[C:19]1[CH:20]=[N:21][C:22]2[C:27]([CH:28]=1)=[CH:26][CH:25]=[CH:24][CH:23]=2.CCCC[N+](CCCC)(CCCC)CCCC.[F-]. Given the product [CH3:17][N:14]1[CH2:15][CH2:16][C:4]2[N:3]([C:1]#[C:2][C:19]3[CH:20]=[N:21][C:22]4[C:27]([CH:28]=3)=[CH:26][CH:25]=[CH:24][CH:23]=4)[C:11]3[CH:10]=[CH:9][C:8]([CH3:12])=[CH:7][C:6]=3[C:5]=2[CH2:13]1, predict the reactants needed to synthesize it. (6) The reactants are: [C:1]([OH:20])(=[O:19])[CH2:2][CH2:3][CH2:4][CH2:5][CH2:6][CH2:7][CH2:8]/[CH:9]=[CH:10]\[CH2:11][CH2:12][CH2:13][CH2:14][CH2:15][CH2:16][CH2:17][CH3:18].[C:21](O)(=O)[CH2:22]CCCCCC/C=C\C/C=C\CCCCC.CCCCCC. Given the product [CH3:21][CH2:22]/[CH:18]=[CH:17]\[CH2:16]/[CH:15]=[CH:14]\[CH2:13]/[CH:12]=[CH:11]\[CH2:10]/[CH:9]=[CH:8]\[CH2:7]/[CH:6]=[CH:5]\[CH2:4][CH2:3][CH2:2][C:1]([OH:20])=[O:19], predict the reactants needed to synthesize it.